This data is from Reaction yield outcomes from USPTO patents with 853,638 reactions. The task is: Predict the reaction yield, written as a fraction of the theoretical maximum amount of product (1.0 means a 100% yield; for example, 0.34 means a 34% yield). (1) The reactants are [F:1][C:2]1[CH:9]=[CH:8][C:5]([CH2:6][NH2:7])=[CH:4][CH:3]=1.O=[C:11]1[CH2:16][CH2:15][N:14]([C:17]([O:19][CH2:20][C:21]2[CH:26]=[CH:25][CH:24]=[CH:23][CH:22]=2)=[O:18])[CH2:13][CH2:12]1.C([BH3-])#N.[Na+]. The catalyst is CO.C(O)(=O)C. The product is [CH2:20]([O:19][C:17]([N:14]1[CH2:15][CH2:16][CH:11]([NH:7][CH2:6][C:5]2[CH:8]=[CH:9][C:2]([F:1])=[CH:3][CH:4]=2)[CH2:12][CH2:13]1)=[O:18])[C:21]1[CH:22]=[CH:23][CH:24]=[CH:25][CH:26]=1. The yield is 0.600. (2) The reactants are C1N=C[N:3](C(N2C=NC=C2)=O)C=1.[Br:13][C:14]1[CH:15]=[C:16]([CH:20]=[C:21]([CH3:23])[CH:22]=1)[C:17](O)=[O:18].N. The catalyst is CC(=O)OCC. The product is [Br:13][C:14]1[CH:15]=[C:16]([CH:20]=[C:21]([CH3:23])[CH:22]=1)[C:17]([NH2:3])=[O:18]. The yield is 0.940.